This data is from NCI-60 drug combinations with 297,098 pairs across 59 cell lines. The task is: Regression. Given two drug SMILES strings and cell line genomic features, predict the synergy score measuring deviation from expected non-interaction effect. (1) Drug 1: C1=CC=C(C(=C1)C(C2=CC=C(C=C2)Cl)C(Cl)Cl)Cl. Drug 2: C#CCC(CC1=CN=C2C(=N1)C(=NC(=N2)N)N)C3=CC=C(C=C3)C(=O)NC(CCC(=O)O)C(=O)O. Cell line: PC-3. Synergy scores: CSS=14.2, Synergy_ZIP=-0.646, Synergy_Bliss=-4.63, Synergy_Loewe=-52.6, Synergy_HSA=-6.65. (2) Drug 1: C1CC(=O)NC(=O)C1N2CC3=C(C2=O)C=CC=C3N. Drug 2: CN(C(=O)NC(C=O)C(C(C(CO)O)O)O)N=O. Cell line: OVCAR-4. Synergy scores: CSS=-1.86, Synergy_ZIP=-0.0882, Synergy_Bliss=-2.16, Synergy_Loewe=-3.34, Synergy_HSA=-2.73. (3) Drug 1: CS(=O)(=O)CCNCC1=CC=C(O1)C2=CC3=C(C=C2)N=CN=C3NC4=CC(=C(C=C4)OCC5=CC(=CC=C5)F)Cl. Drug 2: CC1C(C(CC(O1)OC2CC(OC(C2O)C)OC3=CC4=CC5=C(C(=O)C(C(C5)C(C(=O)C(C(C)O)O)OC)OC6CC(C(C(O6)C)O)OC7CC(C(C(O7)C)O)OC8CC(C(C(O8)C)O)(C)O)C(=C4C(=C3C)O)O)O)O. Cell line: OVCAR-4. Synergy scores: CSS=30.5, Synergy_ZIP=1.45, Synergy_Bliss=0.556, Synergy_Loewe=-19.1, Synergy_HSA=-1.20.